Dataset: Full USPTO retrosynthesis dataset with 1.9M reactions from patents (1976-2016). Task: Predict the reactants needed to synthesize the given product. (1) Given the product [CH:1]1[C:9]2[C:8]3[CH:10]=[CH:11][CH:12]=[CH:13][C:7]=3[O:6][C:5]=2[CH:4]=[CH:3][C:2]=1[CH:14]=[N:22][S:20]([C:17]([CH3:19])([CH3:18])[CH3:16])=[O:21], predict the reactants needed to synthesize it. The reactants are: [CH:1]1[C:9]2[C:8]3[CH:10]=[CH:11][CH:12]=[CH:13][C:7]=3[O:6][C:5]=2[CH:4]=[CH:3][C:2]=1[CH:14]=O.[CH3:16][C:17]([S:20]([NH2:22])=[O:21])([CH3:19])[CH3:18].CCOC(C)=O. (2) Given the product [CH2:1]([S:8]([NH:11][C:12]([CH:14]1[CH2:17][N:16]([C:18]2[C:28]([C:29]#[N:30])=[CH:27][C:21]([C:22]([O:24][CH2:25][CH3:26])=[O:23])=[C:20]([CH2:31][S:35][CH2:33][CH3:34])[N:19]=2)[CH2:15]1)=[O:13])(=[O:10])=[O:9])[C:2]1[CH:7]=[CH:6][CH:5]=[CH:4][CH:3]=1, predict the reactants needed to synthesize it. The reactants are: [CH2:1]([S:8]([NH:11][C:12]([CH:14]1[CH2:17][N:16]([C:18]2[C:28]([C:29]#[N:30])=[CH:27][C:21]([C:22]([O:24][CH2:25][CH3:26])=[O:23])=[C:20]([CH2:31]Cl)[N:19]=2)[CH2:15]1)=[O:13])(=[O:10])=[O:9])[C:2]1[CH:7]=[CH:6][CH:5]=[CH:4][CH:3]=1.[CH2:33]([SH:35])[CH3:34].